Dataset: Full USPTO retrosynthesis dataset with 1.9M reactions from patents (1976-2016). Task: Predict the reactants needed to synthesize the given product. (1) Given the product [CH2:45]([O:52][C:53]1[CH:54]=[CH:55][C:56]([C@@H:64]([O:67][Si:68]([C:71]([CH3:72])([CH3:74])[CH3:73])([CH3:70])[CH3:69])[CH2:65][NH:1][CH2:2][CH2:3][C:4]2[CH:9]=[CH:8][C:7]([NH:10][C:11]([C:13]3[CH:14]=[C:15]([S:19]([C:22]4[CH:23]=[C:24]5[C:29](=[C:30]([CH3:32])[CH:31]=4)[N:28]=[CH:27][C:26]([C:33]([NH2:35])=[O:34])=[C:25]5[NH:36][C:37]4[CH:42]=[CH:41][CH:40]=[C:39]([O:43][CH3:44])[CH:38]=4)(=[O:20])=[O:21])[CH:16]=[CH:17][CH:18]=3)=[O:12])=[CH:6][CH:5]=2)=[C:57]2[C:62]=1[NH:61][C:60](=[O:63])[CH:59]=[CH:58]2)[C:46]1[CH:47]=[CH:48][CH:49]=[CH:50][CH:51]=1, predict the reactants needed to synthesize it. The reactants are: [NH2:1][CH2:2][CH2:3][C:4]1[CH:9]=[CH:8][C:7]([NH:10][C:11]([C:13]2[CH:14]=[C:15]([S:19]([C:22]3[CH:23]=[C:24]4[C:29](=[C:30]([CH3:32])[CH:31]=3)[N:28]=[CH:27][C:26]([C:33]([NH2:35])=[O:34])=[C:25]4[NH:36][C:37]3[CH:42]=[CH:41][CH:40]=[C:39]([O:43][CH3:44])[CH:38]=3)(=[O:21])=[O:20])[CH:16]=[CH:17][CH:18]=2)=[O:12])=[CH:6][CH:5]=1.[CH2:45]([O:52][C:53]1[CH:54]=[CH:55][C:56]([C@@H:64]([O:67][Si:68]([C:71]([CH3:74])([CH3:73])[CH3:72])([CH3:70])[CH3:69])[CH2:65]Br)=[C:57]2[C:62]=1[NH:61][C:60](=[O:63])[CH:59]=[CH:58]2)[C:46]1[CH:51]=[CH:50][CH:49]=[CH:48][CH:47]=1.[I-].[Na+].C([O-])([O-])=O.[K+].[K+]. (2) Given the product [F:1][C:2]1[CH:3]=[CH:4][C:5]([CH2:6][CH2:7][CH:8]2[CH2:13][CH:12]([C:14]([OH:16])=[O:15])[CH2:11][CH2:10][N:9]2[C:18]([O:20][CH3:21])=[O:19])=[CH:22][CH:23]=1, predict the reactants needed to synthesize it. The reactants are: [F:1][C:2]1[CH:23]=[CH:22][C:5]([CH2:6][CH2:7][CH:8]2[CH2:13][CH:12]([C:14]([O:16]C)=[O:15])[CH2:11][CH2:10][N:9]2[C:18]([O:20][CH3:21])=[O:19])=[CH:4][CH:3]=1.[Br-].[Li+].C(N(CC)CC)C. (3) The reactants are: [CH2:1]([N:3]1[C:15]2[CH:14]=[CH:13][C:12]([CH:16]=O)=[CH:11][C:10]=2[C:9]2[C:4]1=[CH:5][CH:6]=[CH:7][CH:8]=2)[CH3:2].[NH:18]1[CH2:23][CH2:22][CH:21]([C:24]2[CH:29]=[CH:28][C:27]([NH:30][C:31](=[O:35])[CH2:32][CH2:33][CH3:34])=[CH:26][CH:25]=2)[CH2:20][CH2:19]1. Given the product [CH2:1]([N:3]1[C:15]2[CH:14]=[CH:13][C:12]([CH2:16][N:18]3[CH2:23][CH2:22][CH:21]([C:24]4[CH:29]=[CH:28][C:27]([NH:30][C:31](=[O:35])[CH2:32][CH2:33][CH3:34])=[CH:26][CH:25]=4)[CH2:20][CH2:19]3)=[CH:11][C:10]=2[C:9]2[C:4]1=[CH:5][CH:6]=[CH:7][CH:8]=2)[CH3:2], predict the reactants needed to synthesize it. (4) Given the product [F:17][C:6]1[CH:7]=[C:8]([C:11]2[CH:12]=[CH:13][CH:14]=[CH:15][CH:16]=2)[CH:9]=[CH:10][C:5]=1[C:3]([OH:4])=[O:2], predict the reactants needed to synthesize it. The reactants are: C[O:2][C:3]([C:5]1[CH:10]=[CH:9][C:8]([C:11]2[CH:16]=[CH:15][CH:14]=[CH:13][CH:12]=2)=[CH:7][C:6]=1[F:17])=[O:4].[OH-].[Na+].Cl. (5) Given the product [CH2:2]([O:4][C:5](=[O:6])[C:7]1[CH:12]=[CH:11][N:10]=[CH:9][C:8]=1[NH:13][C:20]([O:39][CH2:38][C:36]1[O:37][C:33]2[CH:32]=[CH:31][C:30]([C:24]3[CH:25]=[CH:26][CH:27]=[CH:28][CH:29]=3)=[CH:40][C:34]=2[CH:35]=1)=[O:21])[CH3:3], predict the reactants needed to synthesize it. The reactants are: Cl.[CH2:2]([O:4][C:5]([C:7]1[CH:12]=[CH:11][N:10]=[CH:9][C:8]=1[NH2:13])=[O:6])[CH3:3].N1C=CC=CC=1.[C:20](Cl)(Cl)=[O:21].[C:24]1([C:30]2[CH:31]=[CH:32][C:33]3[O:37][C:36]([CH2:38][OH:39])=[CH:35][C:34]=3[CH:40]=2)[CH:29]=[CH:28][CH:27]=[CH:26][CH:25]=1. (6) Given the product [N+:8]([C:5]1[CH:4]=[N:3][C:2]([N:12]2[CH2:15][CH:14]([OH:16])[CH2:13]2)=[N:7][CH:6]=1)([O-:10])=[O:9], predict the reactants needed to synthesize it. The reactants are: Cl[C:2]1[N:7]=[CH:6][C:5]([N+:8]([O-:10])=[O:9])=[CH:4][N:3]=1.Cl.[NH:12]1[CH2:15][CH:14]([OH:16])[CH2:13]1.CCN(C(C)C)C(C)C.CS(C)=O.